From a dataset of NCI-60 drug combinations with 297,098 pairs across 59 cell lines. Regression. Given two drug SMILES strings and cell line genomic features, predict the synergy score measuring deviation from expected non-interaction effect. (1) Drug 1: CC1C(C(=O)NC(C(=O)N2CCCC2C(=O)N(CC(=O)N(C(C(=O)O1)C(C)C)C)C)C(C)C)NC(=O)C3=C4C(=C(C=C3)C)OC5=C(C(=O)C(=C(C5=N4)C(=O)NC6C(OC(=O)C(N(C(=O)CN(C(=O)C7CCCN7C(=O)C(NC6=O)C(C)C)C)C)C(C)C)C)N)C. Drug 2: CC12CCC3C(C1CCC2O)C(CC4=C3C=CC(=C4)O)CCCCCCCCCS(=O)CCCC(C(F)(F)F)(F)F. Cell line: MOLT-4. Synergy scores: CSS=93.6, Synergy_ZIP=29.7, Synergy_Bliss=31.4, Synergy_Loewe=-8.91, Synergy_HSA=21.2. (2) Drug 1: CC1=C(C=C(C=C1)NC(=O)C2=CC=C(C=C2)CN3CCN(CC3)C)NC4=NC=CC(=N4)C5=CN=CC=C5. Drug 2: C1=NC(=NC(=O)N1C2C(C(C(O2)CO)O)O)N. Cell line: SNB-75. Synergy scores: CSS=6.88, Synergy_ZIP=-2.35, Synergy_Bliss=-0.501, Synergy_Loewe=-2.84, Synergy_HSA=-0.877. (3) Drug 1: CC1C(C(CC(O1)OC2CC(CC3=C2C(=C4C(=C3O)C(=O)C5=C(C4=O)C(=CC=C5)OC)O)(C(=O)CO)O)N)O.Cl. Drug 2: C1=NC2=C(N1)C(=S)N=C(N2)N. Cell line: MOLT-4. Synergy scores: CSS=67.1, Synergy_ZIP=5.00, Synergy_Bliss=6.88, Synergy_Loewe=-2.77, Synergy_HSA=7.95. (4) Drug 1: CCC1=CC2CC(C3=C(CN(C2)C1)C4=CC=CC=C4N3)(C5=C(C=C6C(=C5)C78CCN9C7C(C=CC9)(C(C(C8N6C)(C(=O)OC)O)OC(=O)C)CC)OC)C(=O)OC.C(C(C(=O)O)O)(C(=O)O)O. Drug 2: COC1=C2C(=CC3=C1OC=C3)C=CC(=O)O2. Cell line: ACHN. Synergy scores: CSS=15.3, Synergy_ZIP=-8.23, Synergy_Bliss=-2.10, Synergy_Loewe=-24.7, Synergy_HSA=-3.43. (5) Drug 1: C1=CC=C(C=C1)NC(=O)CCCCCCC(=O)NO. Drug 2: C1CC(=O)NC(=O)C1N2C(=O)C3=CC=CC=C3C2=O. Cell line: CAKI-1. Synergy scores: CSS=9.20, Synergy_ZIP=-3.47, Synergy_Bliss=-1.07, Synergy_Loewe=-10.3, Synergy_HSA=-1.99. (6) Drug 1: C1C(C(OC1N2C=C(C(=O)NC2=O)F)CO)O. Drug 2: CC12CCC3C(C1CCC2OP(=O)(O)O)CCC4=C3C=CC(=C4)OC(=O)N(CCCl)CCCl.[Na+]. Cell line: HCT116. Synergy scores: CSS=40.3, Synergy_ZIP=-11.6, Synergy_Bliss=-3.53, Synergy_Loewe=-16.8, Synergy_HSA=-1.05. (7) Drug 2: C1C(C(OC1N2C=NC(=NC2=O)N)CO)O. Cell line: LOX IMVI. Synergy scores: CSS=0.427, Synergy_ZIP=-1.72, Synergy_Bliss=-3.20, Synergy_Loewe=-4.83, Synergy_HSA=-4.13. Drug 1: CC(C)CN1C=NC2=C1C3=CC=CC=C3N=C2N. (8) Drug 1: CCC1=CC2CC(C3=C(CN(C2)C1)C4=CC=CC=C4N3)(C5=C(C=C6C(=C5)C78CCN9C7C(C=CC9)(C(C(C8N6C)(C(=O)OC)O)OC(=O)C)CC)OC)C(=O)OC.C(C(C(=O)O)O)(C(=O)O)O. Drug 2: B(C(CC(C)C)NC(=O)C(CC1=CC=CC=C1)NC(=O)C2=NC=CN=C2)(O)O. Cell line: HCT-15. Synergy scores: CSS=12.1, Synergy_ZIP=-3.74, Synergy_Bliss=-1.95, Synergy_Loewe=-0.653, Synergy_HSA=-1.25. (9) Drug 1: COC1=C(C=C2C(=C1)N=CN=C2NC3=CC(=C(C=C3)F)Cl)OCCCN4CCOCC4. Drug 2: CN1C2=C(C=C(C=C2)N(CCCl)CCCl)N=C1CCCC(=O)O.Cl. Cell line: EKVX. Synergy scores: CSS=25.4, Synergy_ZIP=-3.20, Synergy_Bliss=-0.580, Synergy_Loewe=-13.0, Synergy_HSA=-0.389.